This data is from Full USPTO retrosynthesis dataset with 1.9M reactions from patents (1976-2016). The task is: Predict the reactants needed to synthesize the given product. (1) Given the product [OH:1][C@H:2]1[CH2:3][NH:4][CH2:5][C@H:6]1[CH2:7][NH:8][C:9](=[O:10])[O:11][CH2:12][C:13]1[CH:18]=[CH:17][CH:16]=[CH:15][CH:14]=1, predict the reactants needed to synthesize it. The reactants are: [OH:1][C@@H:2]1[C@H:6]([CH2:7][NH:8][C:9]([O:11][CH2:12][C:13]2[CH:18]=[CH:17][CH:16]=[CH:15][CH:14]=2)=[O:10])[CH2:5][N:4](C(OC(C)(C)C)=O)[CH2:3]1.O[C@H]1[C@@H](CNC(OCC2C=CC=CC=2)=O)CN(C(OC(C)(C)C)=O)C1.FC(F)(F)C(O)=O.CC[NH+](CC)CC.CC[NH+](CC)CC.C([O-])([O-])=O. (2) Given the product [CH3:1][C:2]1[N:3]=[C:4]([C:8]#[C:9][CH:10]=[C:11]2[CH2:12][CH2:13][N:14]([C:17]3[CH:22]=[CH:21][C:20]([N+:30]([O-:32])=[O:31])=[CH:19][N:18]=3)[CH2:15][CH2:16]2)[CH:5]=[CH:6][CH:7]=1, predict the reactants needed to synthesize it. The reactants are: [CH3:1][C:2]1[CH:7]=[CH:6][CH:5]=[C:4]([C:8]#[C:9][CH:10]=[C:11]2[CH2:16][CH2:15][N:14]([C:17]3[CH:22]=[CH:21][CH:20]=[CH:19][N:18]=3)[CH2:13][CH2:12]2)[N:3]=1.BrC1C=CC([N+:30]([O-:32])=[O:31])=CN=1. (3) The reactants are: [C:1](=O)([O:17]N1C(=O)CCC1=O)[O:2][CH2:3][CH:4]1[C:16]2[CH:15]=[CH:14][CH:13]=[CH:12][C:11]=2[C:10]2[C:5]1=[CH:6][CH:7]=[CH:8][CH:9]=2.[NH2:26][C:27]1([C:31]([OH:33])=[O:32])[CH2:30][O:29][CH2:28]1.C(=O)([O-])[O-].[K+].[K+]. Given the product [CH:15]1[C:16]2[CH:4]([CH2:3][O:2][C:1]([NH:26][C:27]3([C:31]([OH:33])=[O:32])[CH2:30][O:29][CH2:28]3)=[O:17])[C:5]3[C:10](=[CH:9][CH:8]=[CH:7][CH:6]=3)[C:11]=2[CH:12]=[CH:13][CH:14]=1, predict the reactants needed to synthesize it.